This data is from Catalyst prediction with 721,799 reactions and 888 catalyst types from USPTO. The task is: Predict which catalyst facilitates the given reaction. (1) Product: [F:39][C:34]1[CH:35]=[CH:36][CH:37]=[CH:38][C:33]=1[S:30]([C:26]1[N:25]=[C:24]([C:9]2[CH:21]=[CH:20][C:12]3[N:13]=[C:14]([NH:16][C:17](=[O:19])[CH3:18])[S:15][C:11]=3[CH:10]=2)[CH:29]=[CH:28][CH:27]=1)(=[O:32])=[O:31]. Reactant: CC1(C)C(C)(C)OB([C:9]2[CH:21]=[CH:20][C:12]3[N:13]=[C:14]([NH:16][C:17](=[O:19])[CH3:18])[S:15][C:11]=3[CH:10]=2)O1.Cl[C:24]1[CH:29]=[CH:28][CH:27]=[C:26]([S:30]([C:33]2[CH:38]=[CH:37][CH:36]=[CH:35][C:34]=2[F:39])(=[O:32])=[O:31])[N:25]=1.C(=O)([O-])[O-].[Na+].[Na+].O1CCOCC1. The catalyst class is: 16. (2) Reactant: [N+:1]([O-:4])([O-])=[O:2].[K+].[C:6]1([C:12]2([C:16]#[N:17])[CH2:15][CH2:14][CH2:13]2)[CH:11]=[CH:10][CH:9]=[CH:8][CH:7]=1. Product: [N+:1]([C:9]1[CH:10]=[CH:11][C:6]([C:12]2([C:16]#[N:17])[CH2:15][CH2:14][CH2:13]2)=[CH:7][CH:8]=1)([O-:4])=[O:2]. The catalyst class is: 65.